This data is from Peptide-MHC class II binding affinity with 134,281 pairs from IEDB. The task is: Regression. Given a peptide amino acid sequence and an MHC pseudo amino acid sequence, predict their binding affinity value. This is MHC class II binding data. (1) The peptide sequence is RKKTKQSITEDFFYS. The MHC is DRB1_0101 with pseudo-sequence DRB1_0101. The binding affinity (normalized) is 0.394. (2) The peptide sequence is KLCLMKAQPTSWPLQ. The MHC is H-2-IAb with pseudo-sequence H-2-IAb. The binding affinity (normalized) is 0.530. (3) The peptide sequence is SQDLRLSWNLNGLQAY. The MHC is HLA-DQA10101-DQB10501 with pseudo-sequence HLA-DQA10101-DQB10501. The binding affinity (normalized) is 0.616. (4) The peptide sequence is AYQQGVTVDSIG. The MHC is DRB1_0101 with pseudo-sequence DRB1_0101. The binding affinity (normalized) is 0.431. (5) The peptide sequence is DVTITAPGDSPNTDG. The MHC is HLA-DPA10201-DPB10501 with pseudo-sequence HLA-DPA10201-DPB10501. The binding affinity (normalized) is 0. (6) The peptide sequence is PTRVVNWEVIIMDEA. The MHC is HLA-DQA10501-DQB10302 with pseudo-sequence HLA-DQA10501-DQB10302. The binding affinity (normalized) is 0. (7) The peptide sequence is EKKYFYATQFEPLAA. The MHC is HLA-DPA10103-DPB10401 with pseudo-sequence HLA-DPA10103-DPB10401. The binding affinity (normalized) is 1.00.